Dataset: Full USPTO retrosynthesis dataset with 1.9M reactions from patents (1976-2016). Task: Predict the reactants needed to synthesize the given product. (1) Given the product [CH2:8]([O:10][C:11]([C:13]1[C:18]([Cl:24])=[CH:17][C:16](=[O:20])[N:15]([CH3:21])[CH:14]=1)=[O:12])[CH3:9], predict the reactants needed to synthesize it. The reactants are: C(N(CC)CC)C.[CH2:8]([O:10][C:11]([C:13]1[C:18](O)=[CH:17][C:16](=[O:20])[N:15]([CH3:21])[CH:14]=1)=[O:12])[CH3:9].O=P(Cl)(Cl)[Cl:24]. (2) Given the product [N:8]1[C:9]2[C:4](=[CH:3][C:2]([CH:22]=[O:23])=[CH:11][CH:10]=2)[CH:5]=[N:6][CH:7]=1, predict the reactants needed to synthesize it. The reactants are: Br[C:2]1[CH:3]=[C:4]2[C:9](=[CH:10][CH:11]=1)[N:8]=[CH:7][N:6]=[CH:5]2.[SiH](CC)(CC)CC.CN([CH:22]=[O:23])C. (3) Given the product [NH:1]1[C:9]2[C:4](=[CH:5][CH:6]=[C:7]([NH:10][C:11]3[C:16]([C:17]([NH:34][C:31]4[CH:30]=[CH:29][C:28]([C:22]([OH:27])([C:21]([F:20])([F:35])[F:36])[C:23]([F:24])([F:25])[F:26])=[CH:33][CH:32]=4)=[O:19])=[CH:15][CH:14]=[CH:13][N:12]=3)[CH:8]=2)[CH:3]=[N:2]1, predict the reactants needed to synthesize it. The reactants are: [NH:1]1[C:9]2[C:4](=[CH:5][CH:6]=[C:7]([NH:10][C:11]3[C:16]([C:17]([OH:19])=O)=[CH:15][CH:14]=[CH:13][N:12]=3)[CH:8]=2)[CH:3]=[N:2]1.[F:20][C:21]([F:36])([F:35])[C:22]([C:28]1[CH:33]=[CH:32][C:31]([NH2:34])=[CH:30][CH:29]=1)([OH:27])[C:23]([F:26])([F:25])[F:24].C(Cl)CCl.C1C=CC2N(O)N=NC=2C=1. (4) Given the product [CH3:16][O:17][C:18]1[CH:25]=[CH:24][CH:23]=[CH:22][C:19]=1[C@@H:20]1[NH:2][CH:3]([C:6]([OH:8])=[O:7])[CH2:4][S:5]1, predict the reactants needed to synthesize it. The reactants are: Cl.[NH2:2][C@H:3]([C:6]([OH:8])=[O:7])[CH2:4][SH:5].C([O-])(=O)C.[K+].CO.[CH3:16][O:17][C:18]1[CH:25]=[CH:24][CH:23]=[CH:22][C:19]=1[CH:20]=O. (5) Given the product [Br:1][C:2]1[CH:3]=[C:4]2[C:8](=[CH:9][C:10]=1[F:11])[N:7]([C:16]1[CH:17]=[CH:18][C:13]([F:12])=[CH:14][CH:15]=1)[CH:6]=[CH:5]2, predict the reactants needed to synthesize it. The reactants are: [Br:1][C:2]1[CH:3]=[C:4]2[C:8](=[CH:9][C:10]=1[F:11])[NH:7][CH:6]=[CH:5]2.[F:12][C:13]1[CH:18]=[CH:17][C:16](I)=[CH:15][CH:14]=1. (6) Given the product [Br:47][CH2:17][C:14]1[CH:15]=[CH:16][C:11]([CH2:10][S:9][C:7]2[CH:6]=[CH:5][C:4]([C:19]3[CH:24]=[CH:23][CH:22]=[CH:21][CH:20]=3)=[C:3]([C:2]([F:26])([F:25])[F:1])[CH:8]=2)=[CH:12][CH:13]=1, predict the reactants needed to synthesize it. The reactants are: [F:1][C:2]([F:26])([F:25])[C:3]1[CH:8]=[C:7]([S:9][CH2:10][C:11]2[CH:16]=[CH:15][C:14]([CH2:17]O)=[CH:13][CH:12]=2)[CH:6]=[CH:5][C:4]=1[C:19]1[CH:24]=[CH:23][CH:22]=[CH:21][CH:20]=1.C1C=CC(P(C2C=CC=CC=2)C2C=CC=CC=2)=CC=1.C(Br)(Br)(Br)[Br:47].